From a dataset of Catalyst prediction with 721,799 reactions and 888 catalyst types from USPTO. Predict which catalyst facilitates the given reaction. (1) Reactant: Cl.[O:2]([C@@H:10]1[CH2:27][CH2:26][C@@:25]2([CH3:28])[C@@H:12]([CH2:13][CH2:14][C@@H:15]3[C@@H:24]2[CH2:23][CH2:22][C@@:20]2([CH3:21])[C@H:16]3[CH2:17][CH2:18][C@@H:19]2[N+:29]([O-:31])=[O:30])[CH2:11]1)[Si](C(C)(C)C)(C)C. Product: [N+:29]([C@H:19]1[CH2:18][CH2:17][C@H:16]2[C@H:15]3[C@H:24]([CH2:23][CH2:22][C@:20]12[CH3:21])[C@:25]1([CH3:28])[C@H:12]([CH2:11][C@H:10]([OH:2])[CH2:27][CH2:26]1)[CH2:13][CH2:14]3)([O-:31])=[O:30]. The catalyst class is: 5. (2) Reactant: [CH3:1][O:2][C:3]1[CH:22]=[C:21]([O:23][CH3:24])[CH:20]=[CH:19][C:4]=1[CH2:5][N:6]1[CH2:14][C:13]2[C:8](=[CH:9][CH:10]=[C:11]([N+:15]([O-])=O)[CH:12]=2)[C:7]1=[O:18].[H][H]. Product: [NH2:15][C:11]1[CH:12]=[C:13]2[C:8](=[CH:9][CH:10]=1)[C:7](=[O:18])[N:6]([CH2:5][C:4]1[CH:19]=[CH:20][C:21]([O:23][CH3:24])=[CH:22][C:3]=1[O:2][CH3:1])[CH2:14]2. The catalyst class is: 29.